This data is from Full USPTO retrosynthesis dataset with 1.9M reactions from patents (1976-2016). The task is: Predict the reactants needed to synthesize the given product. (1) Given the product [O:1]1[CH:5]=[CH:4][C:3]([S:6]([NH:9][CH2:21][P:14](=[O:17])([OH:15])[OH:13])(=[O:8])=[O:7])=[CH:2]1, predict the reactants needed to synthesize it. The reactants are: [O:1]1[CH:5]=[CH:4][C:3]([S:6]([NH2:9])(=[O:8])=[O:7])=[CH:2]1.C=O.C[O:13][P:14]([O:17]C)[O:15]C.Br[Si](C)(C)[CH3:21]. (2) Given the product [CH3:16][S:17]([O:1][CH2:2][CH2:3][N:4]1[CH:8]=[CH:7][CH:6]=[CH:5]1)(=[O:19])=[O:18], predict the reactants needed to synthesize it. The reactants are: [OH:1][CH2:2][CH2:3][N:4]1[CH:8]=[CH:7][CH:6]=[CH:5]1.C(N(CC)CC)C.[CH3:16][S:17](Cl)(=[O:19])=[O:18]. (3) Given the product [O:34]1[C:33]2[CH:35]=[CH:36][CH:37]=[CH:38][C:32]=2[CH:31]=[C:30]1[CH:23]([N:10]([S:11]([C:14]1[CH:19]=[C:18]([CH3:20])[C:17]([Cl:21])=[CH:16][C:15]=1[CH3:22])(=[O:12])=[O:13])[C:9]1[CH:8]=[C:7]([C:39]2[CH:40]=[CH:41][CH:42]=[CH:43][CH:44]=2)[S:6][C:5]=1[C:3]([OH:4])=[O:2])[C:24]1[CH:25]=[CH:26][CH:27]=[CH:28][CH:29]=1, predict the reactants needed to synthesize it. The reactants are: C[O:2][C:3]([C:5]1[S:6][C:7]([C:39]2[CH:44]=[CH:43][CH:42]=[CH:41][CH:40]=2)=[CH:8][C:9]=1[N:10]([CH:23]([C:30]1[O:34][C:33]2[CH:35]=[CH:36][CH:37]=[CH:38][C:32]=2[CH:31]=1)[C:24]1[CH:29]=[CH:28][CH:27]=[CH:26][CH:25]=1)[S:11]([C:14]1[CH:19]=[C:18]([CH3:20])[C:17]([Cl:21])=[CH:16][C:15]=1[CH3:22])(=[O:13])=[O:12])=[O:4].[Li+].[OH-]. (4) Given the product [Br:1][C:2]1[CH:7]=[CH:6][C:5]([NH:8][C:9]([C:11]2[C:12](=[O:27])[N:13]([CH:17]3[C:25]4[C:20](=[C:21]([O:26][CH2:35][CH2:36][OH:37])[CH:22]=[CH:23][CH:24]=4)[CH2:19][CH2:18]3)[CH:14]=[CH:15][CH:16]=2)=[O:10])=[CH:4][CH:3]=1, predict the reactants needed to synthesize it. The reactants are: [Br:1][C:2]1[CH:7]=[CH:6][C:5]([NH:8][C:9]([C:11]2[C:12](=[O:27])[N:13]([CH:17]3[C:25]4[C:20](=[C:21]([OH:26])[CH:22]=[CH:23][CH:24]=4)[CH2:19][CH2:18]3)[CH:14]=[CH:15][CH:16]=2)=[O:10])=[CH:4][CH:3]=1.C([O-])([O-])=O.[K+].[K+].Cl[CH2:35][CH2:36][OH:37].